This data is from Peptide-MHC class II binding affinity with 134,281 pairs from IEDB. The task is: Regression. Given a peptide amino acid sequence and an MHC pseudo amino acid sequence, predict their binding affinity value. This is MHC class II binding data. (1) The peptide sequence is AAATAGTTVYGAFMA. The MHC is HLA-DQA10102-DQB10602 with pseudo-sequence HLA-DQA10102-DQB10602. The binding affinity (normalized) is 0.806. (2) The peptide sequence is VDTFSATFSVPMEKL. The MHC is DRB1_0101 with pseudo-sequence DRB1_0101. The binding affinity (normalized) is 0.836. (3) The peptide sequence is DPRQGLAVLRKVKRV. The MHC is DRB3_0101 with pseudo-sequence DRB3_0101. The binding affinity (normalized) is 0. (4) The peptide sequence is NRLNNQFGSVPALTI. The MHC is DRB1_0101 with pseudo-sequence DRB1_0101. The binding affinity (normalized) is 0.913.